From a dataset of Peptide-MHC class II binding affinity with 134,281 pairs from IEDB. Regression. Given a peptide amino acid sequence and an MHC pseudo amino acid sequence, predict their binding affinity value. This is MHC class II binding data. The binding affinity (normalized) is 0.607. The peptide sequence is SSIIFGAFPSLHSGCC. The MHC is DRB1_0101 with pseudo-sequence DRB1_0101.